This data is from Full USPTO retrosynthesis dataset with 1.9M reactions from patents (1976-2016). The task is: Predict the reactants needed to synthesize the given product. (1) Given the product [CH2:1]([C:3]1[CH:4]=[C:5]([CH:44]=[CH:45][C:46]=1[CH2:47][CH3:48])[CH2:6][C@@H:7]([NH:23][C:24]([N:26]1[CH2:31][CH2:30][CH:29]([N:32]2[CH2:38][CH2:37][C:36]3[CH:39]=[CH:40][CH:41]=[CH:42][C:35]=3[NH:34][C:33]2=[O:43])[CH2:28][CH2:27]1)=[O:25])[C:8]([N:10]1[CH2:11][CH2:12][N:13]([CH:16]2[CH2:17][CH2:18][N:19]([CH3:22])[CH2:20][CH2:21]2)[CH2:14][CH2:15]1)=[O:9])[CH3:2].[CH:50]1[C:59]2[C:54](=[CH:55][CH:56]=[CH:57][CH:58]=2)[CH:53]=[CH:52][C:51]=1[S:60]([O-:63])(=[O:62])=[O:61], predict the reactants needed to synthesize it. The reactants are: [CH2:1]([C:3]1[CH:4]=[C:5]([CH:44]=[CH:45][C:46]=1[CH2:47][CH3:48])[CH2:6][C@@H:7]([NH:23][C:24]([N:26]1[CH2:31][CH2:30][CH:29]([N:32]2[CH2:38][CH2:37][C:36]3[CH:39]=[CH:40][CH:41]=[CH:42][C:35]=3[NH:34][C:33]2=[O:43])[CH2:28][CH2:27]1)=[O:25])[C:8]([N:10]1[CH2:15][CH2:14][N:13]([CH:16]2[CH2:21][CH2:20][N:19]([CH3:22])[CH2:18][CH2:17]2)[CH2:12][CH2:11]1)=[O:9])[CH3:2].O.[CH:50]1[C:59]2[C:54](=[CH:55][CH:56]=[CH:57][CH:58]=2)[CH:53]=[CH:52][C:51]=1[S:60]([OH:63])(=[O:62])=[O:61]. (2) Given the product [CH3:1][O:2][C:3](=[O:25])[CH2:4][C:5]1[CH:6]=[C:7]([C:13]2[CH:18]=[CH:17][C:16]([C:19]([F:21])([F:22])[F:20])=[CH:15][C:14]=2[CH2:23][NH:29][CH2:28][CH2:26][OH:27])[C:8]([O:11][CH3:12])=[CH:9][CH:10]=1, predict the reactants needed to synthesize it. The reactants are: [CH3:1][O:2][C:3](=[O:25])[CH2:4][C:5]1[CH:6]=[C:7]([C:13]2[CH:18]=[CH:17][C:16]([C:19]([F:22])([F:21])[F:20])=[CH:15][C:14]=2[CH:23]=O)[C:8]([O:11][CH3:12])=[CH:9][CH:10]=1.[CH2:26]([CH2:28][NH2:29])[OH:27]. (3) Given the product [F:30][C:28]1[C:21]2[N:22]([CH3:27])[C:23](=[O:26])[O:24][CH2:25][C:20]=2[CH:19]=[C:18]([N:14]2[CH2:13][C@H:12]([CH2:11][NH:10][C:1](=[O:4])[CH2:2][CH3:3])[O:16][C:15]2=[O:17])[CH:29]=1, predict the reactants needed to synthesize it. The reactants are: [C:1](O[C:1](=[O:4])[CH2:2][CH3:3])(=[O:4])[CH2:2][CH3:3].[NH2:10][CH2:11][C@@H:12]1[O:16][C:15](=[O:17])[N:14]([C:18]2[CH:29]=[C:28]([F:30])[C:21]3[N:22]([CH3:27])[C:23](=[O:26])[O:24][CH2:25][C:20]=3[CH:19]=2)[CH2:13]1.N1C=CC=CC=1. (4) Given the product [C:1]([C:3]1[CH:8]=[CH:7][C:6]([C@@H:9]2[C:14]([C:15]#[N:16])=[C:13]([CH3:17])[N:12]([C:18]3[CH:23]=[CH:22][CH:21]=[C:20]([C:24]([F:27])([F:26])[F:25])[CH:19]=3)[C:11](=[O:28])[N:10]2[S:41]([C:38]2[CH:39]=[CH:40][C:35]([CH3:45])=[CH:36][CH:37]=2)(=[O:43])=[O:42])=[C:5]([S:29]([CH3:32])(=[O:31])=[O:30])[CH:4]=1)#[N:2], predict the reactants needed to synthesize it. The reactants are: [C:1]([C:3]1[CH:8]=[CH:7][C:6]([C@@H:9]2[C:14]([C:15]#[N:16])=[C:13]([CH3:17])[N:12]([C:18]3[CH:23]=[CH:22][CH:21]=[C:20]([C:24]([F:27])([F:26])[F:25])[CH:19]=3)[C:11](=[O:28])[NH:10]2)=[C:5]([S:29]([CH3:32])(=[O:31])=[O:30])[CH:4]=1)#[N:2].[H-].[Na+].[C:35]1([CH3:45])[CH:40]=[CH:39][C:38]([S:41](Cl)(=[O:43])=[O:42])=[CH:37][CH:36]=1. (5) The reactants are: [CH3:1][C:2]1[O:3][C:4](=O)[C:5]2[CH:11]=[CH:10][CH:9]=[CH:8][C:6]=2[N:7]=1.[OH-].[NH4+:14]. Given the product [CH3:1][C:2]1[NH:14][C:4](=[O:3])[C:5]2[C:6](=[CH:8][CH:9]=[CH:10][CH:11]=2)[N:7]=1, predict the reactants needed to synthesize it.